Dataset: Forward reaction prediction with 1.9M reactions from USPTO patents (1976-2016). Task: Predict the product of the given reaction. (1) Given the reactants [Si:1]([O:18][CH2:19][CH2:20][CH2:21][C:22]1[CH:46]=[CH:45][C:25]([O:26][CH2:27][CH:28]([OH:44])[CH2:29][O:30][C:31]2[CH:36]=[CH:35][C:34]([C:37]([O:39][C:40]([CH3:43])([CH3:42])[CH3:41])=[O:38])=[CH:33][CH:32]=2)=[CH:24][CH:23]=1)([C:14]([CH3:17])([CH3:16])[CH3:15])([C:8]1[CH:13]=[CH:12][CH:11]=[CH:10][CH:9]=1)[C:2]1[CH:7]=[CH:6][CH:5]=[CH:4][CH:3]=1.CC(OI1(OC(C)=O)(OC(C)=O)OC(=O)C2C1=CC=CC=2)=O, predict the reaction product. The product is: [Si:1]([O:18][CH2:19][CH2:20][CH2:21][C:22]1[CH:23]=[CH:24][C:25]([O:26][CH2:27][C:28](=[O:44])[CH2:29][O:30][C:31]2[CH:36]=[CH:35][C:34]([C:37]([O:39][C:40]([CH3:43])([CH3:42])[CH3:41])=[O:38])=[CH:33][CH:32]=2)=[CH:45][CH:46]=1)([C:14]([CH3:17])([CH3:15])[CH3:16])([C:2]1[CH:7]=[CH:6][CH:5]=[CH:4][CH:3]=1)[C:8]1[CH:13]=[CH:12][CH:11]=[CH:10][CH:9]=1. (2) Given the reactants [Br:1][C:2]1[CH:10]=[CH:9][CH:8]=[C:7]2[C:3]=1[C:4]([C:24]1[C:29]([OH:30])=[CH:28][CH:27]=[C:26]([O:31][CH3:32])[N:25]=1)([CH2:22]O)[C:5](=[O:21])[N:6]2[CH2:11][C:12]1[O:13][C:14]([C:17]([F:20])([F:19])[F:18])=[CH:15][CH:16]=1.C(P(CCCC)CCCC)CCC.N(C(OC(C)(C)C)=O)=NC(OC(C)(C)C)=O, predict the reaction product. The product is: [Br:1][C:2]1[CH:10]=[CH:9][CH:8]=[C:7]2[C:3]=1[C:4]1([C:24]3=[N:25][C:26]([O:31][CH3:32])=[CH:27][CH:28]=[C:29]3[O:30][CH2:22]1)[C:5](=[O:21])[N:6]2[CH2:11][C:12]1[O:13][C:14]([C:17]([F:19])([F:18])[F:20])=[CH:15][CH:16]=1. (3) Given the reactants [OH:1][NH:2][C:3](=[O:9])[O:4][C:5]([CH3:8])([CH3:7])[CH3:6].C(N(CC)CC)C.Cl[C:18]([O:20][CH2:21][CH2:22][O:23][CH3:24])=[O:19], predict the reaction product. The product is: [C:5]([O:4][C:3]([NH:2][O:1][C:18]([O:20][CH2:21][CH2:22][O:23][CH3:24])=[O:19])=[O:9])([CH3:8])([CH3:7])[CH3:6]. (4) Given the reactants C(OC(=O)[NH:7][C:8]1(/[CH:16]=[CH:17]/[C:18]2[CH:23]=[CH:22][C:21]([O:24][CH2:25][CH2:26][CH2:27][CH2:28][CH2:29][CH2:30][CH3:31])=[C:20]([C:32]([F:35])([F:34])[F:33])[CH:19]=2)[CH2:13][O:12]C(C)(C)[O:10][CH2:9]1)(C)(C)C.[ClH:37], predict the reaction product. The product is: [ClH:37].[NH2:7][C:8](/[CH:16]=[CH:17]/[C:18]1[CH:23]=[CH:22][C:21]([O:24][CH2:25][CH2:26][CH2:27][CH2:28][CH2:29][CH2:30][CH3:31])=[C:20]([C:32]([F:33])([F:34])[F:35])[CH:19]=1)([CH2:9][OH:10])[CH2:13][OH:12]. (5) Given the reactants [F:1][C:2]1[CH:3]=[C:4]([C:8]2[N:13]=[CH:12][C:11]([C:14]([NH:16][C@H:17]3[CH2:21][CH2:20][C@@H:19]([C:22]([OH:24])=O)[CH2:18]3)=[O:15])=[CH:10][CH:9]=2)[CH:5]=[CH:6][CH:7]=1.[CH3:25][N:26]([CH3:30])[CH2:27][CH2:28][NH2:29], predict the reaction product. The product is: [CH3:25][N:26]([CH3:30])[CH2:27][CH2:28][NH:29][C:22]([C@@H:19]1[CH2:20][CH2:21][C@H:17]([NH:16][C:14](=[O:15])[C:11]2[CH:10]=[CH:9][C:8]([C:4]3[CH:5]=[CH:6][CH:7]=[C:2]([F:1])[CH:3]=3)=[N:13][CH:12]=2)[CH2:18]1)=[O:24]. (6) Given the reactants [N+:1]([O-:4])(O)=[O:2].[Cl:5][C:6]1[C:11]([Cl:12])=[CH:10][CH:9]=[CH:8][C:7]=1[S:13]([NH:16][C:17]1[C:22]([O:23][CH3:24])=[N:21][CH:20]=[CH:19][N:18]=1)(=[O:15])=[O:14], predict the reaction product. The product is: [Cl:5][C:6]1[C:11]([Cl:12])=[CH:10][CH:9]=[CH:8][C:7]=1[S:13]([NH:16][C:17]1[C:22]([O:23][CH3:24])=[N:21][C:20]([N+:1]([O-:4])=[O:2])=[CH:19][N:18]=1)(=[O:15])=[O:14]. (7) Given the reactants [CH3:1][O:2][C:3]1[CH:13]=[C:12]([N+:14]([O-:16])=[O:15])[CH:11]=[CH:10][C:4]=1[O:5][CH2:6][C:7](O)=[O:8].C(Cl)(=O)C([Cl:20])=O, predict the reaction product. The product is: [CH3:1][O:2][C:3]1[CH:13]=[C:12]([N+:14]([O-:16])=[O:15])[CH:11]=[CH:10][C:4]=1[O:5][CH2:6][C:7]([Cl:20])=[O:8]. (8) Given the reactants [F:1][C:2]1[CH:3]=[C:4]([C@H:9]([CH:13]2[CH2:16][N:15](C(C3C=CC=CC=3)C3C=CC=CC=3)[CH2:14]2)[C:10]([CH3:12])=[CH2:11])[CH:5]=[C:6]([F:8])[CH:7]=1, predict the reaction product. The product is: [F:1][C:2]1[CH:3]=[C:4]([C@H:9]([CH:13]2[CH2:14][NH:15][CH2:16]2)[CH:10]([CH3:12])[CH3:11])[CH:5]=[C:6]([F:8])[CH:7]=1. (9) The product is: [CH3:1][N:2]1[C:6]([C:7]2[CH:17]=[CH:16][C:10]3[CH2:11][CH2:12][N:13]([CH:22]([CH3:23])[CH2:21][CH2:20][OH:19])[CH2:14][CH2:15][C:9]=3[CH:8]=2)=[CH:5][C:4]([CH3:18])=[N:3]1. Given the reactants [CH3:1][N:2]1[C:6]([C:7]2[CH:17]=[CH:16][C:10]3[CH2:11][CH2:12][NH:13][CH2:14][CH2:15][C:9]=3[CH:8]=2)=[CH:5][C:4]([CH3:18])=[N:3]1.[OH:19][CH2:20][CH2:21][C:22](=O)[CH3:23].C(O[BH-](OC(=O)C)OC(=O)C)(=O)C.[Na+].[OH-].[Na+], predict the reaction product.